Dataset: Peptide-MHC class I binding affinity with 185,985 pairs from IEDB/IMGT. Task: Regression. Given a peptide amino acid sequence and an MHC pseudo amino acid sequence, predict their binding affinity value. This is MHC class I binding data. (1) The peptide sequence is ILDLISESPI. The MHC is HLA-A02:02 with pseudo-sequence HLA-A02:02. The binding affinity (normalized) is 0.614. (2) The peptide sequence is RLTILGKDA. The MHC is HLA-A02:06 with pseudo-sequence HLA-A02:06. The binding affinity (normalized) is 0.